Dataset: NCI-60 drug combinations with 297,098 pairs across 59 cell lines. Task: Regression. Given two drug SMILES strings and cell line genomic features, predict the synergy score measuring deviation from expected non-interaction effect. Drug 1: C1CC(C1)(C(=O)O)C(=O)O.[NH2-].[NH2-].[Pt+2]. Drug 2: C1C(C(OC1N2C=NC(=NC2=O)N)CO)O. Cell line: TK-10. Synergy scores: CSS=2.58, Synergy_ZIP=-0.578, Synergy_Bliss=-0.134, Synergy_Loewe=-0.440, Synergy_HSA=-1.33.